From a dataset of Full USPTO retrosynthesis dataset with 1.9M reactions from patents (1976-2016). Predict the reactants needed to synthesize the given product. (1) Given the product [CH3:41][O:40][C:38]1[C:37]([O:42][CH3:43])=[CH:36][C:35]2[N:29]([C:27]([O:26][CH2:25][C:22]3[CH:21]=[CH:20][C:19]([O:18][C:16]([NH:15][CH:6]([CH2:7][CH2:8][C:9]([OH:11])=[O:10])[C:5]([OH:49])=[O:4])=[O:17])=[CH:24][CH:23]=3)=[O:28])[C@@H:30]([OH:48])[C@@H:31]3[CH2:47][CH2:46][CH2:45][N:32]3[C:33](=[O:44])[C:34]=2[CH:39]=1, predict the reactants needed to synthesize it. The reactants are: C([O:4][C:5](=[O:49])[CH:6]([NH:15][C:16]([O:18][C:19]1[CH:24]=[CH:23][C:22]([CH2:25][O:26][C:27]([N:29]2[C:35]3[CH:36]=[C:37]([O:42][CH3:43])[C:38]([O:40][CH3:41])=[CH:39][C:34]=3[C:33](=[O:44])[N:32]3[CH2:45][CH2:46][CH2:47][C@H:31]3[C@@H:30]2[OH:48])=[O:28])=[CH:21][CH:20]=1)=[O:17])[CH2:7][CH2:8][C:9]([O:11]CC=C)=[O:10])C=C.N1CCCC1. (2) Given the product [Br:21][C:2]1[CH:3]=[C:4]([CH:8]=[C:9]([S:11]([F:16])([F:15])([F:14])([F:13])[F:12])[CH:10]=1)[C:5]([OH:7])=[O:6], predict the reactants needed to synthesize it. The reactants are: N[C:2]1[CH:3]=[C:4]([CH:8]=[C:9]([S:11]([F:16])([F:15])([F:14])([F:13])[F:12])[CH:10]=1)[C:5]([OH:7])=[O:6].N([O-])=O.[Na+].[BrH:21].